From a dataset of Peptide-MHC class II binding affinity with 134,281 pairs from IEDB. Regression. Given a peptide amino acid sequence and an MHC pseudo amino acid sequence, predict their binding affinity value. This is MHC class II binding data. (1) The peptide sequence is DLDDEQEILNYMSPH. The MHC is HLA-DQA10201-DQB10301 with pseudo-sequence HLA-DQA10201-DQB10301. The binding affinity (normalized) is 0. (2) The peptide sequence is NPPFGDSYIIVGRGD. The MHC is HLA-DQA10501-DQB10402 with pseudo-sequence HLA-DQA10501-DQB10402. The binding affinity (normalized) is 0.191. (3) The peptide sequence is ESWGAIWRIDTP. The MHC is DRB1_0301 with pseudo-sequence DRB1_0301. The binding affinity (normalized) is 0.218. (4) The peptide sequence is FLQRSVSTVCSRISRHHHHHH. The binding affinity (normalized) is 0.692. The MHC is DRB1_0701 with pseudo-sequence DRB1_0701. (5) The peptide sequence is AGAEPAGKATTEEQK. The MHC is DRB1_1302 with pseudo-sequence DRB1_1302. The binding affinity (normalized) is 0.322. (6) The peptide sequence is IGNTVTPTVTFTMDGDK. The MHC is DRB1_1501 with pseudo-sequence DRB1_1501. The binding affinity (normalized) is 0. (7) The peptide sequence is LAAIIFLFGPPTALRS. The MHC is DRB1_1501 with pseudo-sequence DRB1_1501. The binding affinity (normalized) is 0.927. (8) The peptide sequence is KHIVWASRELERFAV. The MHC is HLA-DQA10501-DQB10301 with pseudo-sequence HLA-DQA10501-DQB10301. The binding affinity (normalized) is 0.154.